This data is from NCI-60 drug combinations with 297,098 pairs across 59 cell lines. The task is: Regression. Given two drug SMILES strings and cell line genomic features, predict the synergy score measuring deviation from expected non-interaction effect. (1) Drug 1: CC(CN1CC(=O)NC(=O)C1)N2CC(=O)NC(=O)C2. Drug 2: C1C(C(OC1N2C=NC3=C2NC=NCC3O)CO)O. Cell line: CAKI-1. Synergy scores: CSS=36.0, Synergy_ZIP=-7.77, Synergy_Bliss=0.0301, Synergy_Loewe=4.76, Synergy_HSA=5.15. (2) Drug 1: C#CCC(CC1=CN=C2C(=N1)C(=NC(=N2)N)N)C3=CC=C(C=C3)C(=O)NC(CCC(=O)O)C(=O)O. Drug 2: CC(C)NC(=O)C1=CC=C(C=C1)CNNC.Cl. Cell line: HT29. Synergy scores: CSS=-5.10, Synergy_ZIP=0.427, Synergy_Bliss=-3.75, Synergy_Loewe=-5.33, Synergy_HSA=-6.10.